Dataset: NCI-60 drug combinations with 297,098 pairs across 59 cell lines. Task: Regression. Given two drug SMILES strings and cell line genomic features, predict the synergy score measuring deviation from expected non-interaction effect. (1) Drug 1: CCCCC(=O)OCC(=O)C1(CC(C2=C(C1)C(=C3C(=C2O)C(=O)C4=C(C3=O)C=CC=C4OC)O)OC5CC(C(C(O5)C)O)NC(=O)C(F)(F)F)O. Drug 2: C1CNP(=O)(OC1)N(CCCl)CCCl. Cell line: PC-3. Synergy scores: CSS=10.5, Synergy_ZIP=-5.75, Synergy_Bliss=1.20, Synergy_Loewe=-17.3, Synergy_HSA=0.283. (2) Drug 1: C1=C(C(=O)NC(=O)N1)N(CCCl)CCCl. Drug 2: C1CC(=O)NC(=O)C1N2C(=O)C3=CC=CC=C3C2=O. Cell line: NCI-H522. Synergy scores: CSS=23.8, Synergy_ZIP=-3.18, Synergy_Bliss=-0.380, Synergy_Loewe=-5.21, Synergy_HSA=-0.912.